From a dataset of Catalyst prediction with 721,799 reactions and 888 catalyst types from USPTO. Predict which catalyst facilitates the given reaction. (1) Reactant: [Cl:1][C:2]1[CH:7]=[CH:6][C:5]([N:8]2[CH2:13][CH2:12][N:11]([C:14](=[O:26])[CH2:15][N:16]3[C:20]4=[N:21][CH:22]=[N:23][C:24](Cl)=[C:19]4[CH:18]=[N:17]3)[CH2:10][CH2:9]2)=[CH:4][C:3]=1[O:27][CH3:28].[C:29](=O)([O-])[O-:30].[K+].[K+]. Product: [Cl:1][C:2]1[CH:7]=[CH:6][C:5]([N:8]2[CH2:9][CH2:10][N:11]([C:14](=[O:26])[CH2:15][N:16]3[C:20]4=[N:21][CH:22]=[N:23][C:24]([O:30][CH3:29])=[C:19]4[CH:18]=[N:17]3)[CH2:12][CH2:13]2)=[CH:4][C:3]=1[O:27][CH3:28]. The catalyst class is: 5. (2) Reactant: [Cl:1][C:2]1[CH:7]=[CH:6][C:5]([CH:8]([CH:16]([C:20]2[CH:25]=[CH:24][C:23]([C:26]([NH:28][CH2:29][CH2:30][C:31]([O:33][CH2:34][CH3:35])=[O:32])=[O:27])=[CH:22][CH:21]=2)[CH2:17][CH2:18][CH3:19])[C:9]([O:11]C(C)(C)C)=[O:10])=[CH:4][CH:3]=1.C(O)(C(F)(F)F)=O. Product: [Cl:1][C:2]1[CH:7]=[CH:6][C:5]([CH:8]([CH:16]([C:20]2[CH:25]=[CH:24][C:23]([C:26]([NH:28][CH2:29][CH2:30][C:31]([O:33][CH2:34][CH3:35])=[O:32])=[O:27])=[CH:22][CH:21]=2)[CH2:17][CH2:18][CH3:19])[C:9]([OH:11])=[O:10])=[CH:4][CH:3]=1. The catalyst class is: 2. (3) The catalyst class is: 9. Product: [Cl:23][C:24]1[CH:34]=[CH:33][C:27](/[CH:28]=[CH:29]/[C:30]([N:18]2[CH2:19][CH2:20][N:15]([CH2:14][CH2:13][CH2:12][N:10]3[CH2:9][CH2:8][C:5]4([CH2:6][CH2:7]4)[C@H:4]([OH:3])[CH2:11]3)[C:16](=[O:22])[CH:17]2[CH3:21])=[O:31])=[CH:26][C:25]=1[F:35]. Reactant: Cl.Cl.[OH:3][C@@H:4]1[CH2:11][N:10]([CH2:12][CH2:13][CH2:14][N:15]2[CH2:20][CH2:19][NH:18][CH:17]([CH3:21])[C:16]2=[O:22])[CH2:9][CH2:8][C:5]21[CH2:7][CH2:6]2.[Cl:23][C:24]1[CH:34]=[CH:33][C:27]([CH:28]=[CH:29][C:30](O)=[O:31])=[CH:26][C:25]=1[F:35].C(N(CC)CC)C.F[P-](F)(F)(F)(F)F.N1(OC(N(C)C)=[N+](C)C)C2N=CC=CC=2N=N1. (4) Reactant: [Br:1][C:2]1[CH:11]=[CH:10][C:9]2[C:4](=[CH:5][C:6](O)=[CH:7][CH:8]=2)[CH:3]=1.[NH3:13].O.S([O-])([O-])=O.[NH4+].[NH4+].Cl. Product: [NH2:13][C:6]1[CH:7]=[CH:8][C:9]2[C:4](=[CH:3][C:2]([Br:1])=[CH:11][CH:10]=2)[CH:5]=1. The catalyst class is: 13.